The task is: Predict the reactants needed to synthesize the given product.. This data is from Full USPTO retrosynthesis dataset with 1.9M reactions from patents (1976-2016). (1) Given the product [F:20][CH2:6][CH2:7][CH2:8][O:9][C:10]1[CH:19]=[CH:18][C:17]2[C:12](=[CH:13][CH:14]=[CH:15][CH:16]=2)[CH:11]=1, predict the reactants needed to synthesize it. The reactants are: CS(O[CH2:6][CH2:7][CH2:8][O:9][C:10]1[CH:19]=[CH:18][C:17]2[C:12](=[CH:13][CH:14]=[CH:15][CH:16]=2)[CH:11]=1)(=O)=O.[F-:20].[Cs+].C(O)(C)(C)C.C(OCC)C. (2) Given the product [Br:1][C:2]1[CH:3]=[CH:4][C:5]([F:16])=[C:6]([C:8]([C:10]2[CH:15]=[N:14][CH:13]=[N:12][CH:11]=2)=[O:9])[CH:7]=1, predict the reactants needed to synthesize it. The reactants are: [Br:1][C:2]1[CH:3]=[CH:4][C:5]([F:16])=[C:6]([CH:8]([C:10]2[CH:11]=[N:12][CH:13]=[N:14][CH:15]=2)[OH:9])[CH:7]=1.CC(OI1(OC(C)=O)(OC(C)=O)OC(=O)C2C=CC=CC1=2)=O.